From a dataset of Forward reaction prediction with 1.9M reactions from USPTO patents (1976-2016). Predict the product of the given reaction. (1) The product is: [NH2:8][C:6]1[CH:5]=[CH:4][C:3]([C:11]2[S:12][CH2:13][C:14](=[O:17])[NH:15][N:16]=2)=[C:2]([F:1])[CH:7]=1. Given the reactants [F:1][C:2]1[CH:7]=[C:6]([N+:8]([O-])=O)[CH:5]=[CH:4][C:3]=1[C:11]1[S:12][CH2:13][C:14](=[O:17])[NH:15][N:16]=1.O.[Cl-].[NH4+].ClCCl, predict the reaction product. (2) Given the reactants [F:1][C:2]1([F:59])[C:14]2[CH:13]=[C:12]([C:15]3[NH:19][C:18]([C@@H:20]4[CH2:24][CH2:23][CH2:22][N:21]4C(OC(C)(C)C)=O)=[N:17][CH:16]=3)[CH:11]=[CH:10][C:9]=2[C:8]2[C:3]1=[CH:4][C:5]([C:32]1[CH:33]=[CH:34][C:35]3[N:39]=[C:38]([C@@H:40]4[C@@H:45]5[CH2:46][C@@H:42]([CH2:43][CH2:44]5)[N:41]4[C:47](=[O:57])[C@@H](NC(OC)=O)C(C)C)[NH:37][C:36]=3[CH:58]=1)=[CH:6][CH:7]=2.Cl.O1C[CH2:65][O:64][CH2:63]C1.[CH3:67][O:68][C:69]([NH:71][C@H:72]([C:76]1[CH:81]=[CH:80][CH:79]=[CH:78][CH:77]=1)[C:73]([OH:75])=O)=[O:70].CCOC([C:87](C#N)=[N:88]OC(N1CCOCC1)=[N+](C)C)=O.F[P-](F)(F)(F)(F)F.C(N([CH:115]([CH3:117])[CH3:116])CC)(C)C.C[OH:119], predict the reaction product. The product is: [CH3:65][O:64][C:63]([NH:88][C@@H:87]([CH:115]([CH3:116])[CH3:117])[C:47]([N:41]1[C@H:40]([C:38]2[NH:37][C:36]3[CH:58]=[C:32]([C:5]4[CH:4]=[C:3]5[C:8]([C:9]6[CH:10]=[CH:11][C:12]([C:15]7[NH:19][C:18]([C@@H:20]8[CH2:24][CH2:23][CH2:22][N:21]8[C:73](=[O:75])[C@H:72]([NH:71][C:69](=[O:70])[O:68][CH3:67])[C:76]8[CH:81]=[CH:80][CH:79]=[CH:78][CH:77]=8)=[N:17][CH:16]=7)=[CH:13][C:14]=6[C:2]5([F:59])[F:1])=[CH:7][CH:6]=4)[CH:33]=[CH:34][C:35]=3[N:39]=2)[C@@H:45]2[CH2:46][C@H:42]1[CH2:43][CH2:44]2)=[O:57])=[O:119]. (3) Given the reactants I([O-])(=O)(=O)=O.[Na+].Cl.[CH:8]1([C:11]2[C:12]([N:31]([C:36]3[CH:41]=[CH:40][CH:39]=[C:38]([CH2:42][CH2:43][B:44]4[O:48]C(C)(C)C(C)(C)[O:45]4)[CH:37]=3)[S:32]([CH3:35])(=[O:34])=[O:33])=[CH:13][C:14]3[O:18][C:17]([C:19]4[CH:24]=[CH:23][C:22]([F:25])=[CH:21][CH:20]=4)=[C:16]([C:26]([NH:28][CH3:29])=[O:27])[C:15]=3[CH:30]=2)[CH2:10][CH2:9]1, predict the reaction product. The product is: [CH:8]1([C:11]2[C:12]([N:31]([C:36]3[CH:37]=[C:38]([CH:39]=[CH:40][CH:41]=3)[CH2:42][CH2:43][B:44]([OH:48])[OH:45])[S:32]([CH3:35])(=[O:33])=[O:34])=[CH:13][C:14]3[O:18][C:17]([C:19]4[CH:20]=[CH:21][C:22]([F:25])=[CH:23][CH:24]=4)=[C:16]([C:26](=[O:27])[NH:28][CH3:29])[C:15]=3[CH:30]=2)[CH2:10][CH2:9]1. (4) Given the reactants [CH:1]([C:4]1[CH:5]=[CH:6][C:7]([O:26][CH3:27])=[C:8]([C:10]2[CH:15]=[CH:14][C:13]([C:16]([F:19])([F:18])[F:17])=[CH:12][C:11]=2[CH2:20][NH:21][C:22](=[O:25])[O:23][CH3:24])[CH:9]=1)([CH3:3])[CH3:2].[F:28][C:29]([F:39])([F:38])[C:30]1[CH:31]=[C:32]([CH:35]=[CH:36][CH:37]=1)[CH2:33]Br.C[Si]([N-][Si](C)(C)C)(C)C.[K+].O, predict the reaction product. The product is: [CH:1]([C:4]1[CH:5]=[CH:6][C:7]([O:26][CH3:27])=[C:8]([C:10]2[CH:15]=[CH:14][C:13]([C:16]([F:19])([F:18])[F:17])=[CH:12][C:11]=2[CH2:20][N:21]([CH2:33][C:32]2[CH:35]=[CH:36][CH:37]=[C:30]([C:29]([F:28])([F:38])[F:39])[CH:31]=2)[C:22](=[O:25])[O:23][CH3:24])[CH:9]=1)([CH3:3])[CH3:2].